Predict the reactants needed to synthesize the given product. From a dataset of Full USPTO retrosynthesis dataset with 1.9M reactions from patents (1976-2016). (1) Given the product [O:3]=[C:4]1[C:8]([C:9]2[CH:14]=[CH:13][C:12]([C:15]([F:18])([F:16])[F:17])=[CH:11][CH:10]=2)=[N:7][C:6]2([CH2:23][CH2:22][CH2:21][CH2:20][CH2:19]2)[N:5]1[CH2:24][C:25]([OH:27])=[O:26], predict the reactants needed to synthesize it. The reactants are: [OH-].[Na+].[O:3]=[C:4]1[C:8]([C:9]2[CH:14]=[CH:13][C:12]([C:15]([F:18])([F:17])[F:16])=[CH:11][CH:10]=2)=[N:7][C:6]2([CH2:23][CH2:22][CH2:21][CH2:20][CH2:19]2)[N:5]1[CH2:24][C:25]([O:27]CC)=[O:26]. (2) Given the product [C:1]1(=[C:8]([C:20]2[CH:25]=[CH:24][C:23]([OH:26])=[CH:22][CH:21]=2)[C:9]2[CH:14]=[CH:13][C:12](/[CH:15]=[CH:16]/[C:17]([NH2:36])=[O:18])=[CH:11][CH:10]=2)[CH2:7][CH2:6][CH2:5][CH2:4][CH2:3][CH2:2]1, predict the reactants needed to synthesize it. The reactants are: [C:1]1(=[C:8]([C:20]2[CH:25]=[CH:24][C:23]([OH:26])=[CH:22][CH:21]=2)[C:9]2[CH:14]=[CH:13][C:12](/[CH:15]=[CH:16]/[C:17](O)=[O:18])=[CH:11][CH:10]=2)[CH2:7][CH2:6][CH2:5][CH2:4][CH2:3][CH2:2]1.C(Cl)(=O)C(Cl)=O.ClCCl.[NH3:36]. (3) Given the product [NH2:1][C:4]1[CH:5]=[C:6]([O:18][C:19]([F:22])([F:20])[F:21])[CH:7]=[C:8]2[C:12]=1[NH:11][C:10]([C:13]([O:15][CH2:16][CH3:17])=[O:14])=[CH:9]2, predict the reactants needed to synthesize it. The reactants are: [N+:1]([C:4]1[CH:5]=[C:6]([O:18][C:19]([F:22])([F:21])[F:20])[CH:7]=[C:8]2[C:12]=1[NH:11][C:10]([C:13]([O:15][CH2:16][CH3:17])=[O:14])=[CH:9]2)([O-])=O. (4) Given the product [C:38]([O:37][C:36](=[O:42])[NH:35][C@H:30]1[CH2:31][CH2:32][CH2:33][CH2:34][C@H:29]1[NH:28][C:2]1[N:7]=[N:6][C:5]([C:8](=[O:9])[NH2:10])=[C:4]([NH:11][C:12]2[CH:17]=[CH:16][CH:15]=[C:14]([CH3:18])[N:13]=2)[CH:3]=1)([CH3:41])([CH3:39])[CH3:40], predict the reactants needed to synthesize it. The reactants are: Cl[C:2]1[N:7]=[N:6][C:5]([C:8]([NH2:10])=[O:9])=[C:4]([NH:11][C:12]2[CH:17]=[CH:16][CH:15]=[C:14]([CH3:18])[N:13]=2)[CH:3]=1.C(N(CC)C(C)C)(C)C.[NH2:28][C@@H:29]1[CH2:34][CH2:33][CH2:32][CH2:31][C@@H:30]1[NH:35][C:36](=[O:42])[O:37][C:38]([CH3:41])([CH3:40])[CH3:39]. (5) Given the product [CH3:39][C@@H:20]1[C@H:19]([O:40][CH:41]2[O:46][CH:45]([CH3:47])[CH:44]([OH:48])[CH:43]([O:59][CH3:60])[CH2:42]2)[C:18]([CH3:61])=[CH:17][CH2:16][C@H:14]2[O:15][C@:9]3([O:10][C@H:5]([CH:3]([CH3:4])[CH3:2])[C@@H:6]([CH3:62])[CH:7]=[CH:8]3)[CH2:11][C@H:12]([CH2:13]2)[O:37][C:35](=[O:36])[C@@H:29]2[CH:30]=[C:31]([CH3:34])[C@@H:32]([OH:33])[C@@H:27]3[C@@:28]2([OH:38])[C:24]([CH2:25][O:26]3)=[CH:23][CH:22]=[CH:21]1, predict the reactants needed to synthesize it. The reactants are: C[CH2:2][C@@H:3]([C@H:5]1[O:10][C@:9]2([O:15][C@@H:14]3[CH2:16][CH:17]=[C:18]([CH3:61])[C@@H:19]([O:40][C@@H:41]4[O:46][C@@H:45]([CH3:47])[C@H:44]([O:48][C@@H]5O[C@@H](C)[C@H](O)[C@@H](OC)C5)[C@@H:43]([O:59][CH3:60])[CH2:42]4)[C@@H:20]([CH3:39])[CH:21]=[CH:22][CH:23]=[C:24]4[CH2:25][O:26][C@@H:27]5[C@H:32]([OH:33])[C:31]([CH3:34])=[CH:30][C@@H:29]([C:35]([O:37][C@@H:12]([CH2:13]3)[CH2:11]2)=[O:36])[C@:28]45[OH:38])[CH:8]=[CH:7][C@@H:6]1[CH3:62])[CH3:4].[CH3:39][C@@H:20]1[C@H:19]([O:40][C@@H:41]2[O:46][C@@H:45]([CH3:47])[C@H:44]([O:48][C@@H]3O[C@@H](C)[C@H](O)[C@@H](OC)C3)[C@@H:43]([O:59][CH3:60])[CH2:42]2)[C:18]([CH3:61])=[CH:17][CH2:16][C@H:14]2[O:15][C@:9]3([O:10][C@H:5]([CH:3]([CH3:2])[CH3:4])[C@@H:6]([CH3:62])[CH:7]=[CH:8]3)[CH2:11][C@H:12]([CH2:13]2)[O:37][C:35](=[O:36])[C@@H:29]2[CH:30]=[C:31]([CH3:34])[C@@H:32]([OH:33])[C@@H:27]3[C@@:28]2([OH:38])[C:24]([CH2:25][O:26]3)=[CH:23][CH:22]=[CH:21]1.C(=O)(O)[O-].[Na+].